Dataset: Forward reaction prediction with 1.9M reactions from USPTO patents (1976-2016). Task: Predict the product of the given reaction. (1) Given the reactants [CH2:1]([O:8][C:9](=[O:31])[C@@H:10]([NH:23][C:24]([O:26][C:27]([CH3:30])([CH3:29])[CH3:28])=[O:25])[CH2:11][CH2:12][C:13](=O)[NH:14][C:15]1[CH:20]=[CH:19][CH:18]=[CH:17][C:16]=1[NH2:21])[C:2]1[CH:7]=[CH:6][CH:5]=[CH:4][CH:3]=1.[CH3:32][CH2:33][CH2:34][CH2:35][CH2:36][CH2:37][CH2:38][CH:39]=O.C(O[BH-](OC(=O)C)OC(=O)C)(=O)C.[Na+].[OH-].[Na+], predict the reaction product. The product is: [CH2:1]([O:8][C:9](=[O:31])[C@@H:10]([NH:23][C:24]([O:26][C:27]([CH3:30])([CH3:29])[CH3:28])=[O:25])[CH2:11][CH2:12][C:13]1[N:21]([CH2:32][CH2:33][CH2:34][CH2:35][CH2:36][CH2:37][CH2:38][CH3:39])[C:16]2[CH:17]=[CH:18][CH:19]=[CH:20][C:15]=2[N:14]=1)[C:2]1[CH:7]=[CH:6][CH:5]=[CH:4][CH:3]=1. (2) Given the reactants [Cl:1][C:2]1[CH:3]=[C:4]([C@@H:8]2[C@@H:13]([C:14]3[CH:19]=[CH:18][C:17]([Cl:20])=[CH:16][CH:15]=3)[N:12]([CH2:21][CH:22]3[CH2:24][CH2:23]3)[C:11](=[O:25])[C:10]([CH2:39][CH:40]=O)([CH2:26][CH2:27][O:28][Si](C(C)C)(C(C)C)C(C)C)[CH2:9]2)[CH:5]=[CH:6][CH:7]=1.[NH:42]1[CH2:47][CH2:46][O:45][CH2:44][CH2:43]1.C(O[BH-](OC(=O)C)OC(=O)C)(=O)C.[Na+].C(O)(=O)C, predict the reaction product. The product is: [Cl:1][C:2]1[CH:3]=[C:4]([C@@H:8]2[C@@H:13]([C:14]3[CH:19]=[CH:18][C:17]([Cl:20])=[CH:16][CH:15]=3)[N:12]([CH2:21][CH:22]3[CH2:23][CH2:24]3)[C:11](=[O:25])[C:10]([CH2:26][CH2:27][OH:28])([CH2:39][CH2:40][N:42]3[CH2:47][CH2:46][O:45][CH2:44][CH2:43]3)[CH2:9]2)[CH:5]=[CH:6][CH:7]=1. (3) Given the reactants Br[C:2]1[CH:7]=[CH:6][C:5]([S:8]([CH:11]2[CH2:17][CH2:16][CH2:15][CH2:14][N:13]([O:18][C:19]([C:32]3[CH:37]=[CH:36][CH:35]=[CH:34][CH:33]=3)([C:26]3[CH:31]=[CH:30][CH:29]=[CH:28][CH:27]=3)[C:20]3[CH:25]=[CH:24][CH:23]=[CH:22][CH:21]=3)[C:12]2=[O:38])(=[O:10])=[O:9])=[CH:4][CH:3]=1.[CH3:39][O:40][C:41]1[CH:46]=[CH:45][C:44](B(O)O)=[CH:43][CH:42]=1.C([O-])([O-])=O.[Na+].[Na+], predict the reaction product. The product is: [CH3:39][O:40][C:41]1[CH:46]=[CH:45][C:44]([C:2]2[CH:3]=[CH:4][C:5]([S:8]([CH:11]3[CH2:17][CH2:16][CH2:15][CH2:14][N:13]([O:18][C:19]([C:20]4[CH:25]=[CH:24][CH:23]=[CH:22][CH:21]=4)([C:32]4[CH:33]=[CH:34][CH:35]=[CH:36][CH:37]=4)[C:26]4[CH:31]=[CH:30][CH:29]=[CH:28][CH:27]=4)[C:12]3=[O:38])(=[O:9])=[O:10])=[CH:6][CH:7]=2)=[CH:43][CH:42]=1. (4) The product is: [CH3:13][N:14]([CH3:15])[C:2]1[CH:3]=[C:4]2[C:9](=[CH:10][CH:11]=1)[C:8](=[O:12])[NH:7][CH:6]=[CH:5]2. Given the reactants F[C:2]1[CH:3]=[C:4]2[C:9](=[CH:10][CH:11]=1)[C:8](=[O:12])[NH:7][CH:6]=[CH:5]2.[CH3:13][NH:14][CH3:15], predict the reaction product.